This data is from NCI-60 drug combinations with 297,098 pairs across 59 cell lines. The task is: Regression. Given two drug SMILES strings and cell line genomic features, predict the synergy score measuring deviation from expected non-interaction effect. (1) Drug 1: CN(C)N=NC1=C(NC=N1)C(=O)N. Drug 2: CC1=C(C=C(C=C1)C(=O)NC2=CC(=CC(=C2)C(F)(F)F)N3C=C(N=C3)C)NC4=NC=CC(=N4)C5=CN=CC=C5. Cell line: SK-MEL-28. Synergy scores: CSS=-2.82, Synergy_ZIP=1.99, Synergy_Bliss=1.60, Synergy_Loewe=-2.99, Synergy_HSA=-2.22. (2) Cell line: RXF 393. Synergy scores: CSS=69.4, Synergy_ZIP=1.48, Synergy_Bliss=2.59, Synergy_Loewe=-62.0, Synergy_HSA=1.94. Drug 1: CCC1(CC2CC(C3=C(CCN(C2)C1)C4=CC=CC=C4N3)(C5=C(C=C6C(=C5)C78CCN9C7C(C=CC9)(C(C(C8N6C)(C(=O)OC)O)OC(=O)C)CC)OC)C(=O)OC)O.OS(=O)(=O)O. Drug 2: CN1C2=C(C=C(C=C2)N(CCCl)CCCl)N=C1CCCC(=O)O.Cl. (3) Drug 1: C1C(C(OC1N2C=NC3=C(N=C(N=C32)Cl)N)CO)O. Drug 2: CC1=C(C=C(C=C1)NC(=O)C2=CC=C(C=C2)CN3CCN(CC3)C)NC4=NC=CC(=N4)C5=CN=CC=C5. Cell line: HT29. Synergy scores: CSS=19.0, Synergy_ZIP=-5.39, Synergy_Bliss=3.61, Synergy_Loewe=-0.373, Synergy_HSA=2.18. (4) Drug 1: CC1=C(C=C(C=C1)NC2=NC=CC(=N2)N(C)C3=CC4=NN(C(=C4C=C3)C)C)S(=O)(=O)N.Cl. Drug 2: CC12CCC3C(C1CCC2=O)CC(=C)C4=CC(=O)C=CC34C. Cell line: COLO 205. Synergy scores: CSS=52.8, Synergy_ZIP=2.67, Synergy_Bliss=0.0425, Synergy_Loewe=-18.2, Synergy_HSA=-5.42. (5) Synergy scores: CSS=24.4, Synergy_ZIP=-0.664, Synergy_Bliss=-3.33, Synergy_Loewe=-33.0, Synergy_HSA=-2.32. Drug 1: C1=NC2=C(N=C(N=C2N1C3C(C(C(O3)CO)O)O)F)N. Drug 2: C1CCC(C(C1)N)N.C(=O)(C(=O)[O-])[O-].[Pt+4]. Cell line: K-562.